From a dataset of Catalyst prediction with 721,799 reactions and 888 catalyst types from USPTO. Predict which catalyst facilitates the given reaction. (1) Reactant: C([N:3](CC)CC)C.CN.F[P-](F)(F)(F)(F)F.N1(O[P+](N(C)C)(N(C)C)N(C)C)C2C=CC=CC=2N=N1.Cl[C:38]1[CH:46]=[CH:45][C:41]([C:42](O)=[O:43])=[C:40](NCC)[N:39]=1. Product: [C:42]([NH2:3])(=[O:43])[C:41]1[CH:45]=[CH:46][CH:38]=[N:39][CH:40]=1. The catalyst class is: 1. (2) Reactant: [CH2:1]([O:8][C:9]1[C:10]2[N:11]([C:20]([CH3:24])=[C:21]([CH3:23])[N:22]=2)[CH:12]=[C:13]([C:15](OCC)=[O:16])[CH:14]=1)[C:2]1[CH:7]=[CH:6][CH:5]=[CH:4][CH:3]=1.[H-].[Al+3].[Li+].[H-].[H-].[H-].[Na]. Product: [CH2:1]([O:8][C:9]1[C:10]2[N:11]([C:20]([CH3:24])=[C:21]([CH3:23])[N:22]=2)[CH:12]=[C:13]([CH2:15][OH:16])[CH:14]=1)[C:2]1[CH:3]=[CH:4][CH:5]=[CH:6][CH:7]=1. The catalyst class is: 6. (3) Reactant: [Li][CH2:2]CCC.[Br:6][C:7]1[CH:15]=[C:14]2[C:10]([CH2:11][CH2:12][C:13]2=O)=[CH:9][CH:8]=1. Product: [Br:6][C:7]1[CH:15]=[C:14]2[C:10]([CH2:11][CH2:12][C:13]2=[CH2:2])=[CH:9][CH:8]=1. The catalyst class is: 307. (4) Reactant: [CH:1]1([NH:8][C:9]2[N:14]=[C:13]([NH:15][CH2:16][CH:17]3[CH2:21][CH2:20][CH2:19][N:18]3[CH2:22][CH3:23])[N:12]=[C:11]([NH:24][C:25]3[CH:30]=[CH:29][C:28]([O:31][CH3:32])=[C:27]([F:33])[CH:26]=3)[N:10]=2)[CH2:7][CH2:6][CH2:5][CH2:4][CH2:3][CH2:2]1.[ClH:34]. Product: [ClH:34].[CH:1]1([NH:8][C:9]2[N:14]=[C:13]([NH:15][CH2:16][CH:17]3[CH2:21][CH2:20][CH2:19][N:18]3[CH2:22][CH3:23])[N:12]=[C:11]([NH:24][C:25]3[CH:30]=[CH:29][C:28]([O:31][CH3:32])=[C:27]([F:33])[CH:26]=3)[N:10]=2)[CH2:7][CH2:6][CH2:5][CH2:4][CH2:3][CH2:2]1. The catalyst class is: 5. (5) Reactant: Cl[C:2]1[N:7]=[C:6]([NH:8][C:9]2[CH:20]=[CH:19][CH:18]=[CH:17][C:10]=2[C:11]([NH:13][CH2:14][CH2:15][OH:16])=[O:12])[C:5]([F:21])=[CH:4][N:3]=1.[O:22]1[CH2:27][CH2:26][N:25]([CH2:28][CH2:29][C:30]2[CH:31]=[C:32]([CH:34]=[CH:35][CH:36]=2)[NH2:33])[CH2:24][CH2:23]1.Cl. Product: [F:21][C:5]1[C:6]([NH:8][C:9]2[CH:20]=[CH:19][CH:18]=[CH:17][C:10]=2[C:11]([NH:13][CH2:14][CH2:15][OH:16])=[O:12])=[N:7][C:2]([NH:33][C:32]2[CH:34]=[CH:35][CH:36]=[C:30]([CH2:29][CH2:28][N:25]3[CH2:24][CH2:23][O:22][CH2:27][CH2:26]3)[CH:31]=2)=[N:3][CH:4]=1. The catalyst class is: 32. (6) Reactant: [Br:1][C:2]1[C:10]2[O:9][C:8]([C:11]([OH:13])=O)=[CH:7][C:6]=2[CH:5]=[CH:4][CH:3]=1.CN(C(ON1N=[N:29][C:24]2[CH:25]=[CH:26][CH:27]=[N:28][C:23]1=2)=[N+](C)C)C.F[P-](F)(F)(F)(F)F.[CH:38](N(CC)C(C)C)(C)[CH3:39].CN(C=O)C. Product: [N:28]12[CH2:27][CH2:26][CH:25]([CH2:38][CH2:39]1)[C@@H:24]([NH:29][C:11]([C:8]1[O:9][C:10]3[C:2]([Br:1])=[CH:3][CH:4]=[CH:5][C:6]=3[CH:7]=1)=[O:13])[CH2:23]2. The catalyst class is: 5. (7) Reactant: [CH2:1]([O:3][C:4]([C:6]1[N:7]=[C:8]([NH:11][C:12](=[O:29])[CH:13]([C:20]2[CH:25]=[CH:24][C:23]([N+:26]([O-:28])=[O:27])=[CH:22][CH:21]=2)[CH2:14][CH:15]2[CH2:19][CH2:18][CH2:17][CH2:16]2)[S:9][CH:10]=1)=[O:5])C.S(=O)(=O)(O)O. Product: [CH3:1][O:3][C:4]([C:6]1[N:7]=[C:8]([NH:11][C:12](=[O:29])[CH:13]([C:20]2[CH:21]=[CH:22][C:23]([N+:26]([O-:28])=[O:27])=[CH:24][CH:25]=2)[CH2:14][CH:15]2[CH2:16][CH2:17][CH2:18][CH2:19]2)[S:9][CH:10]=1)=[O:5]. The catalyst class is: 5. (8) The catalyst class is: 6. Reactant: F[C:2]1[CH:3]=[C:4]([S:9]([N:12]2[CH2:17][CH2:16][CH:15]([NH:18][C:19]3[N:24]=[C:23]([NH:25][C:26]4[CH:31]=[CH:30][CH:29]=[C:28]([C:32]([F:35])([F:34])[F:33])[CH:27]=4)[N:22]=[C:21]([O:36][CH2:37][C:38]([F:41])([F:40])[F:39])[N:20]=3)[CH2:14][CH2:13]2)(=[O:11])=[O:10])[CH:5]=[CH:6][C:7]=1F.C[O:43]C1C=CC(C2C=CC=C(S(N3CCC(NC4N=C(NC5C=CC=C(C(F)(F)F)C=5)N=C(OCC(F)(F)F)N=4)CC3)(=O)=O)C=2)=CC=1.[CH3:89][CH2:90][N:91](CC)[CH2:92][CH3:93].C(#N)C. Product: [N:91]1([C:7]2[CH:2]=[CH:3][C:4]([S:9]([N:12]3[CH2:17][CH2:16][CH:15]([NH:18][C:19]4[N:24]=[C:23]([NH:25][C:26]5[CH:31]=[CH:30][CH:29]=[C:28]([C:32]([F:35])([F:34])[F:33])[CH:27]=5)[N:22]=[C:21]([O:36][CH2:37][C:38]([F:41])([F:39])[F:40])[N:20]=4)[CH2:14][CH2:13]3)(=[O:10])=[O:11])=[CH:5][CH:6]=2)[CH2:92][CH2:93][O:43][CH2:89][CH2:90]1.